Predict the reaction yield, written as a fraction of the theoretical maximum amount of product (1.0 means a 100% yield; for example, 0.34 means a 34% yield). From a dataset of Reaction yield outcomes from USPTO patents with 853,638 reactions. (1) The reactants are C(C1[N:8]=[CH:7][C:6]([NH:9][S:10]([CH3:13])(=[O:12])=[O:11])=[CH:5][CH:4]=1)#N.C([O:16][CH2:17][CH3:18])C.[CH3:19][Mg]Br. The catalyst is O1CCCC1. The product is [C:17]([C:18]1[N:8]=[CH:7][C:6]([NH:9][S:10]([CH3:13])(=[O:12])=[O:11])=[CH:5][CH:4]=1)(=[O:16])[CH3:19]. The yield is 0.730. (2) The reactants are [C:1]([O:5][C:6]([NH:8][C@@H:9]([CH2:14][C:15]1[CH2:19][CH2:18][CH2:17][CH:16]=1)[C:10]([O:12]C)=[O:11])=[O:7])([CH3:4])([CH3:3])[CH3:2].O.[OH-].[Li+]. The catalyst is O.CO. The product is [C:1]([O:5][C:6]([NH:8][C@@H:9]([CH2:14][C:15]1[CH2:19][CH2:18][CH2:17][CH:16]=1)[C:10]([OH:12])=[O:11])=[O:7])([CH3:4])([CH3:2])[CH3:3]. The yield is 0.950. (3) The reactants are Cl[CH2:2][C:3]([NH:5][C:6]1[CH:25]=[CH:24][C:9]2[N:10]=[C:11]([NH:14][C@H:15]3[C:23]4[C:18](=[CH:19][CH:20]=[CH:21][CH:22]=4)[CH2:17][CH2:16]3)[O:12][CH2:13][C:8]=2[CH:7]=1)=[O:4].[NH:26]1[CH:30]=[CH:29][N:28]=[CH:27]1. The catalyst is C(#N)C. The product is [N:26]1([CH2:2][C:3]([NH:5][C:6]2[CH:25]=[CH:24][C:9]3[N:10]=[C:11]([NH:14][C@H:15]4[C:23]5[C:18](=[CH:19][CH:20]=[CH:21][CH:22]=5)[CH2:17][CH2:16]4)[O:12][CH2:13][C:8]=3[CH:7]=2)=[O:4])[CH:30]=[CH:29][N:28]=[CH:27]1. The yield is 0.730. (4) The reactants are Br[CH2:2][C:3]1[CH:4]=[C:5]([C:19]([O:21][CH3:22])=[O:20])[C:6]([C:9]2[CH:14]=[CH:13][CH:12]=[C:11]([C:15]([O:17][CH3:18])=[O:16])[CH:10]=2)=[CH:7][CH:8]=1.[C:23]([O-:26])(=[S:25])[CH3:24].[K+]. The catalyst is CC(C)=O. The product is [C:23]([S:25][CH2:2][C:3]1[CH:4]=[C:5]([C:19]([O:21][CH3:22])=[O:20])[C:6]([C:9]2[CH:14]=[CH:13][CH:12]=[C:11]([C:15]([O:17][CH3:18])=[O:16])[CH:10]=2)=[CH:7][CH:8]=1)(=[O:26])[CH3:24]. The yield is 0.760. (5) The reactants are [CH2:1]([O:8][C:9]1[CH:14]=[CH:13][C:12]([C:15](=O)[CH3:16])=[CH:11][C:10]=1[CH3:18])[C:2]1[CH:7]=[CH:6][CH:5]=[CH:4][CH:3]=1.N1CCOCC1.[S].[OH-:26].[K+].Cl.[OH2:29]. The catalyst is C(O)C. The product is [CH2:1]([O:8][C:9]1[CH:14]=[CH:13][C:12]([CH2:15][C:16]([OH:29])=[O:26])=[CH:11][C:10]=1[CH3:18])[C:2]1[CH:7]=[CH:6][CH:5]=[CH:4][CH:3]=1. The yield is 0.480. (6) The reactants are Cl.[Si]([O:19][CH2:20][CH2:21][O:22][CH2:23][C@H:24]([O:35][C:36]1[C:37]2[N:44]=[N:43][N:42]([C:45]3[CH:50]=[CH:49][CH:48]=[CH:47][C:46]=3[Cl:51])[C:38]=2[N:39]=[CH:40][N:41]=1)[C:25]([NH:27][C:28]1[CH:33]=[CH:32][C:31]([Cl:34])=[CH:30][N:29]=1)=[O:26])(C(C)(C)C)(C1C=CC=CC=1)C1C=CC=CC=1. The catalyst is CO. The product is [Cl:51][C:46]1[CH:47]=[CH:48][CH:49]=[CH:50][C:45]=1[N:42]1[C:38]2[N:39]=[CH:40][N:41]=[C:36]([O:35][C@@H:24]([CH2:23][O:22][CH2:21][CH2:20][OH:19])[C:25]([NH:27][C:28]3[CH:33]=[CH:32][C:31]([Cl:34])=[CH:30][N:29]=3)=[O:26])[C:37]=2[N:44]=[N:43]1. The yield is 0.314. (7) The reactants are [NH2:1][C:2]1[CH:7]=[CH:6][C:5]([CH:8]([O:13][CH3:14])[C:9]([O:11][CH3:12])=[O:10])=[CH:4][CH:3]=1.[Cl:15][CH2:16][CH2:17][CH2:18][S:19](Cl)(=[O:21])=[O:20]. The catalyst is N1C=CC=CC=1.O.Cl.[Cl-].[Na+].O. The product is [Cl:15][CH2:16][CH2:17][CH2:18][S:19]([NH:1][C:2]1[CH:3]=[CH:4][C:5]([CH:8]([O:13][CH3:14])[C:9]([O:11][CH3:12])=[O:10])=[CH:6][CH:7]=1)(=[O:21])=[O:20]. The yield is 1.00.